From a dataset of Forward reaction prediction with 1.9M reactions from USPTO patents (1976-2016). Predict the product of the given reaction. (1) Given the reactants [F:1][C:2]1[CH:7]=[C:6]([F:8])[CH:5]=[CH:4][C:3]=1[C:9]1[N:10]=[C:11]2[CH2:16][CH2:15][CH2:14][CH2:13][N:12]2[CH:17]=1.C1C(=O)N([I:25])C(=O)C1, predict the reaction product. The product is: [F:1][C:2]1[CH:7]=[C:6]([F:8])[CH:5]=[CH:4][C:3]=1[C:9]1[N:10]=[C:11]2[CH2:16][CH2:15][CH2:14][CH2:13][N:12]2[C:17]=1[I:25]. (2) The product is: [CH3:34][N:27]1[C:28]2[C:33](=[CH:32][CH:31]=[CH:30][CH:29]=2)[C:25]([NH:24][C:21]([C:19]2[CH:18]=[CH:17][C:16]3[N:12]([CH2:11][CH2:10][CH2:9][NH2:8])[CH:13]=[N:14][C:15]=3[CH:20]=2)=[O:23])=[N:26]1. Given the reactants C(OC([NH:8][CH2:9][CH2:10][CH2:11][N:12]1[C:16]2[CH:17]=[CH:18][C:19]([C:21]([OH:23])=O)=[CH:20][C:15]=2[N:14]=[CH:13]1)=O)(C)(C)C.[NH2:24][C:25]1[C:33]2[C:28](=[CH:29][CH:30]=[CH:31][CH:32]=2)[N:27]([CH3:34])[N:26]=1, predict the reaction product. (3) Given the reactants [CH2:1]([O:8][CH2:9][CH2:10]N[C@@H](C(C)(C)C)C(OC)=O)[C:2]1[CH:7]=[CH:6][CH:5]=[CH:4][CH:3]=1.[N+](=CC(OCC)=[O:25])=[N-], predict the reaction product. The product is: [CH:2]1([C:1]([O:8][CH2:9][CH3:10])=[O:25])[C:6]2([CH2:5][CH2:4][CH2:3]2)[CH2:7]1. (4) Given the reactants [S:1]1[C:5]2[CH:6]=[CH:7][C:8]([NH:10][C:11]3[C:20]4[C:15](=[CH:16][CH:17]=[C:18]([S:21]([CH:24]5[CH2:29][CH2:28][N:27](C(OC(C)(C)C)=O)[CH2:26][CH2:25]5)(=[O:23])=[O:22])[CH:19]=4)[N:14]=[CH:13][CH:12]=3)=[CH:9][C:4]=2[N:3]=[CH:2]1.Cl.C(=O)(O)[O-].[Na+], predict the reaction product. The product is: [S:1]1[C:5]2[CH:6]=[CH:7][C:8]([NH:10][C:11]3[C:20]4[C:15](=[CH:16][CH:17]=[C:18]([S:21]([CH:24]5[CH2:29][CH2:28][NH:27][CH2:26][CH2:25]5)(=[O:22])=[O:23])[CH:19]=4)[N:14]=[CH:13][CH:12]=3)=[CH:9][C:4]=2[N:3]=[CH:2]1. (5) Given the reactants [CH:1]([C:4]1[N:5]=[C:6]([C:11]2[CH:16]=[CH:15][C:14]([C:17]([F:20])([F:19])[F:18])=[CH:13][CH:12]=2)[O:7][C:8]=1[CH2:9][OH:10])([CH3:3])[CH3:2].CC(OI1(OC(C)=O)(OC(C)=O)OC(=O)C2C=CC=CC1=2)=O, predict the reaction product. The product is: [CH:1]([C:4]1[N:5]=[C:6]([C:11]2[CH:16]=[CH:15][C:14]([C:17]([F:19])([F:20])[F:18])=[CH:13][CH:12]=2)[O:7][C:8]=1[CH:9]=[O:10])([CH3:3])[CH3:2].